This data is from Full USPTO retrosynthesis dataset with 1.9M reactions from patents (1976-2016). The task is: Predict the reactants needed to synthesize the given product. (1) Given the product [N:21]1([C:8]([C@@H:5]2[CH2:4][CH2:3][C@H:2]([OH:1])[CH2:7][CH2:6]2)=[O:10])[CH2:26][CH2:25][O:24][CH2:23][CH2:22]1, predict the reactants needed to synthesize it. The reactants are: [OH:1][C@@H:2]1[CH2:7][CH2:6][C@H:5]([C:8]([OH:10])=O)[CH2:4][CH2:3]1.ON1C2N=CC=CC=2N=N1.[NH:21]1[CH2:26][CH2:25][O:24][CH2:23][CH2:22]1. (2) Given the product [Cl:40][C:35]1[CH:34]=[C:33]([C@H:17]([NH:16][C:2]2[C:3]3[N:11]=[CH:10][CH:9]=[C:8]([C:12]([NH2:14])=[O:13])[C:4]=3[N:5]=[CH:6][N:7]=2)[CH2:18][NH:19][CH3:32])[CH:38]=[CH:37][C:36]=1[F:39], predict the reactants needed to synthesize it. The reactants are: O[C:2]1[C:3]2[N:11]=[CH:10][CH:9]=[C:8]([C:12]([NH2:14])=[O:13])[C:4]=2[N:5]=[CH:6][N:7]=1.Cl.[NH2:16][C@@H:17]([C:33]1[CH:38]=[CH:37][C:36]([F:39])=[C:35]([Cl:40])[CH:34]=1)[CH2:18][N:19]([CH3:32])S(C1C=CC([N+]([O-])=O)=CC=1)(=O)=O. (3) Given the product [I:1][C:2]1[CH:7]=[CH:6][C:5]([O:8][C:14]2[N:15]=[CH:16][C:11]([CH2:9][CH3:10])=[CH:12][N:13]=2)=[CH:4][CH:3]=1, predict the reactants needed to synthesize it. The reactants are: [I:1][C:2]1[CH:7]=[CH:6][C:5]([OH:8])=[CH:4][CH:3]=1.[CH2:9]([C:11]1[CH:12]=[N:13][C:14](Cl)=[N:15][CH:16]=1)[CH3:10].C(=O)([O-])[O-].[K+].[K+]. (4) Given the product [Cl:42][C:28]1[C:27]([CH:43]([F:44])[F:45])=[C:26]([C:11]2[S:10][C:9]([C:12]3[O:16][C:15]([CH2:17][C:18]([CH3:23])([CH3:24])[C:19]([OH:21])=[O:20])=[N:14][N:13]=3)=[N:8][C:7]=2[CH2:6][CH:1]2[CH2:2][CH2:3][CH2:4][CH2:5]2)[CH:31]=[CH:30][C:29]=1[S:32](=[O:33])(=[O:34])[NH:35][C@@H:36]([CH3:41])[C:37]([F:40])([F:38])[F:39], predict the reactants needed to synthesize it. The reactants are: [CH:1]1([CH2:6][C:7]2[N:8]=[C:9]([C:12]3[O:16][C:15]([CH2:17][C:18]([CH3:24])([CH3:23])[C:19]([O:21]C)=[O:20])=[N:14][N:13]=3)[S:10][CH:11]=2)[CH2:5][CH2:4][CH2:3][CH2:2]1.Br[C:26]1[CH:31]=[CH:30][C:29]([S:32]([NH:35][C@@H:36]([CH3:41])[C:37]([F:40])([F:39])[F:38])(=[O:34])=[O:33])=[C:28]([Cl:42])[C:27]=1[CH:43]([F:45])[F:44].